From a dataset of Cav3 T-type calcium channel HTS with 100,875 compounds. Binary Classification. Given a drug SMILES string, predict its activity (active/inactive) in a high-throughput screening assay against a specified biological target. The drug is S(=O)(=O)(NCc1ccccc1)c1cc2oc(=O)n(CC(=O)N3CCN(CC3)C)c2cc1. The result is 0 (inactive).